Dataset: Forward reaction prediction with 1.9M reactions from USPTO patents (1976-2016). Task: Predict the product of the given reaction. (1) Given the reactants [Cl:1][C:2]1[C:7]([C:8]([OH:10])=O)=[CH:6][C:5]([F:11])=[C:4]([Cl:12])[N:3]=1.C(Cl)(=O)C(Cl)=O.Cl.[CH2:20]([O:27][NH2:28])[C:21]1[CH:26]=[CH:25][CH:24]=[CH:23][CH:22]=1, predict the reaction product. The product is: [CH2:20]([O:27][NH:28][C:8]([C:7]1[C:2]([Cl:1])=[N:3][C:4]([Cl:12])=[C:5]([F:11])[CH:6]=1)=[O:10])[C:21]1[CH:26]=[CH:25][CH:24]=[CH:23][CH:22]=1. (2) The product is: [Cl:20][C:14]1[C:13]([NH:12][C:10](=[O:11])[C:9]2[CH:21]=[CH:22][CH:23]=[N:24][C:8]=2[NH:4][CH:1]2[CH2:3][CH2:2]2)=[C:18]([CH3:19])[CH:17]=[CH:16][N:15]=1. Given the reactants [CH:1]1([NH2:4])[CH2:3][CH2:2]1.[O-2].[Ca+2].Cl[C:8]1[N:24]=[CH:23][CH:22]=[CH:21][C:9]=1[C:10]([NH:12][C:13]1[C:14]([Cl:20])=[N:15][CH:16]=[CH:17][C:18]=1[CH3:19])=[O:11], predict the reaction product. (3) Given the reactants [NH2:1][C:2]1[N:3]([CH3:24])[C:4](=[O:23])[C:5]2([C:15]3[C:10](=[CH:11][CH:12]=[C:13](Br)[CH:14]=3)[O:9][CH:8]([CH:17]3[CH2:22][CH2:21][CH2:20][CH2:19][CH2:18]3)[CH2:7]2)[N:6]=1.[C:25]([C:27]1[CH:28]=[C:29](B(O)O)[CH:30]=[CH:31][CH:32]=1)#[N:26].C(=O)([O-])[O-].[Cs+].[Cs+], predict the reaction product. The product is: [NH2:1][C:2]1[N:3]([CH3:24])[C:4](=[O:23])[C:5]2([C:15]3[C:10](=[CH:11][CH:12]=[C:13]([C:31]4[CH:32]=[C:27]([CH:28]=[CH:29][CH:30]=4)[C:25]#[N:26])[CH:14]=3)[O:9][CH:8]([CH:17]3[CH2:22][CH2:21][CH2:20][CH2:19][CH2:18]3)[CH2:7]2)[N:6]=1. (4) Given the reactants [Br:1][C:2]1[CH:3]=[CH:4][C:5]([NH:12][C:13]([C:15]2[C:19]3[CH:20]=[C:21]([S:24](Cl)(=[O:26])=[O:25])[CH:22]=[CH:23][C:18]=3[O:17][N:16]=2)=[O:14])=[C:6]([CH:11]=1)[C:7]([O:9]C)=[O:8].[NH:28]1[CH2:33][CH2:32][O:31][CH2:30][CH2:29]1, predict the reaction product. The product is: [Br:1][C:2]1[CH:3]=[CH:4][C:5]([NH:12][C:13]([C:15]2[C:19]3[CH:20]=[C:21]([S:24]([N:28]4[CH2:33][CH2:32][O:31][CH2:30][CH2:29]4)(=[O:25])=[O:26])[CH:22]=[CH:23][C:18]=3[O:17][N:16]=2)=[O:14])=[C:6]([CH:11]=1)[C:7]([OH:9])=[O:8]. (5) Given the reactants [CH3:1][O:2][C:3]1[CH:4]=[C:5]2[C:10](=[CH:11][C:12]=1[O:13][CH3:14])[N:9]=[CH:8][CH:7]=[C:6]2[O:15][C:16]1[CH:21]=[CH:20][C:19]([NH2:22])=[CH:18][CH:17]=1.[F:23][C:24]1[CH:30]=[CH:29][C:27]([NH2:28])=[CH:26][CH:25]=1.CC(N(C)C)=O.[CH2:37]([N:44]1[CH2:47][C:46]([C:51]([OH:53])=[O:52])([C:48]([OH:50])=[O:49])[CH2:45]1)[C:38]1[CH:43]=[CH:42][CH:41]=[CH:40][CH:39]=1, predict the reaction product. The product is: [CH2:37]([N:44]1[CH2:45][C:46]([C:48]([OH:50])=[O:49])([C:51]([OH:53])=[O:52])[CH2:47]1)[C:38]1[CH:39]=[CH:40][CH:41]=[CH:42][CH:43]=1.[CH3:1][O:2][C:3]1[CH:4]=[C:5]2[C:10](=[CH:11][C:12]=1[O:13][CH3:14])[N:9]=[CH:8][CH:7]=[C:6]2[O:15][C:16]1[CH:17]=[CH:18][C:19]([NH:22][C:51]([C:46]2([C:48]([NH:28][C:27]3[CH:29]=[CH:30][C:24]([F:23])=[CH:25][CH:26]=3)=[O:49])[CH2:47][N:44]([CH2:37][C:38]3[CH:43]=[CH:42][CH:41]=[CH:40][CH:39]=3)[CH2:45]2)=[O:52])=[CH:20][CH:21]=1. (6) Given the reactants [C:1]([C:5]1[CH:6]=[C:7]([NH:26][C:27]([NH:29][C@@H:30]2[C:39]3[C:34](=[CH:35][CH:36]=[CH:37][CH:38]=3)[C@H:33]([O:40][C:41]3[CH:42]=[CH:43][C:44]4[N:45]([C:47]([N:50]5[CH2:55][CH2:54][O:53][CH2:52][C@@H:51]5[CH3:56])=[N:48][N:49]=4)[CH:46]=3)[CH2:32][CH2:31]2)=[O:28])[N:8]([C:10]2[CH:15]=[CH:14][CH:13]=[C:12]([O:16][CH2:17][CH2:18][O:19]C3CCCCO3)[CH:11]=2)[N:9]=1)([CH3:4])([CH3:3])[CH3:2].C1(C)C=CC(S([O-])(=O)=O)=CC=1.[NH+]1C=CC=CC=1.O.C([O-])(O)=O.[Na+], predict the reaction product. The product is: [C:1]([C:5]1[CH:6]=[C:7]([NH:26][C:27]([NH:29][C@@H:30]2[C:39]3[C:34](=[CH:35][CH:36]=[CH:37][CH:38]=3)[C@H:33]([O:40][C:41]3[CH:42]=[CH:43][C:44]4[N:45]([C:47]([N:50]5[CH2:55][CH2:54][O:53][CH2:52][C@@H:51]5[CH3:56])=[N:48][N:49]=4)[CH:46]=3)[CH2:32][CH2:31]2)=[O:28])[N:8]([C:10]2[CH:15]=[CH:14][CH:13]=[C:12]([O:16][CH2:17][CH2:18][OH:19])[CH:11]=2)[N:9]=1)([CH3:4])([CH3:2])[CH3:3]. (7) Given the reactants [Cl:1][C:2]1[N:3]=[C:4]([N:13]2[CH2:18][CH2:17][O:16][CH2:15][CH2:14]2)[C:5]2[S:10][C:9]([CH:11]=O)=[CH:8][C:6]=2[N:7]=1.[CH3:19][N:20]([CH3:29])[C:21]([CH:23]1[CH2:28][CH2:27][NH:26][CH2:25][CH2:24]1)=[O:22], predict the reaction product. The product is: [CH3:19][N:20]([CH3:29])[C:21]([CH:23]1[CH2:24][CH2:25][N:26]([CH2:11][C:9]2[S:10][C:5]3[C:4]([N:13]4[CH2:18][CH2:17][O:16][CH2:15][CH2:14]4)=[N:3][C:2]([Cl:1])=[N:7][C:6]=3[CH:8]=2)[CH2:27][CH2:28]1)=[O:22]. (8) Given the reactants [F:1][C:2]1[CH:7]=[C:6]([O:8][C:9]2[CH:14]=[CH:13][N:12]=[C:11]([NH:15][C:16]([N:18]3[CH2:23][CH2:22][CH:21]([N:24]4[CH2:29][CH2:28][N:27]([CH3:30])[CH2:26][CH2:25]4)[CH2:20][CH2:19]3)=[O:17])[CH:10]=2)[CH:5]=[CH:4][C:3]=1[NH:31][C:32]([C:34]1([C:37]([NH:39][C:40]2[CH:45]=[CH:44][C:43]([F:46])=[CH:42][CH:41]=2)=[O:38])[CH2:36][CH2:35]1)=[O:33].[C:47]([OH:56])(=[O:55])[C@@H:48]([C@H:50]([C:52]([OH:54])=[O:53])[OH:51])[OH:49].O, predict the reaction product. The product is: [C:47]([OH:56])(=[O:55])[C@@H:48]([C@H:50]([C:52]([OH:54])=[O:53])[OH:51])[OH:49].[F:1][C:2]1[CH:7]=[C:6]([O:8][C:9]2[CH:14]=[CH:13][N:12]=[C:11]([NH:15][C:16]([N:18]3[CH2:19][CH2:20][CH:21]([N:24]4[CH2:29][CH2:28][N:27]([CH3:30])[CH2:26][CH2:25]4)[CH2:22][CH2:23]3)=[O:17])[CH:10]=2)[CH:5]=[CH:4][C:3]=1[NH:31][C:32]([C:34]1([C:37]([NH:39][C:40]2[CH:41]=[CH:42][C:43]([F:46])=[CH:44][CH:45]=2)=[O:38])[CH2:36][CH2:35]1)=[O:33]. (9) The product is: [CH3:1][S:2]([NH:6][C:7]1[CH:8]=[C:9]([CH:33]=[CH:34][CH:35]=1)[C:10]([NH:12][C:13]1[CH:14]=[CH:15][C:16]([CH3:32])=[C:17]([NH:19][C:20](=[O:31])[C:21]2[CH:26]=[CH:25][C:24]([O:27][CH3:28])=[C:23]([O:29][CH3:30])[CH:22]=2)[CH:18]=1)=[O:11])(=[O:4])=[O:3]. Given the reactants [CH3:1][S:2](Cl)(=[O:4])=[O:3].[NH2:6][C:7]1[CH:8]=[C:9]([CH:33]=[CH:34][CH:35]=1)[C:10]([NH:12][C:13]1[CH:14]=[CH:15][C:16]([CH3:32])=[C:17]([NH:19][C:20](=[O:31])[C:21]2[CH:26]=[CH:25][C:24]([O:27][CH3:28])=[C:23]([O:29][CH3:30])[CH:22]=2)[CH:18]=1)=[O:11].N1C=CC=CC=1, predict the reaction product.